From a dataset of NCI-60 drug combinations with 297,098 pairs across 59 cell lines. Regression. Given two drug SMILES strings and cell line genomic features, predict the synergy score measuring deviation from expected non-interaction effect. (1) Drug 1: CC1=C(N=C(N=C1N)C(CC(=O)N)NCC(C(=O)N)N)C(=O)NC(C(C2=CN=CN2)OC3C(C(C(C(O3)CO)O)O)OC4C(C(C(C(O4)CO)O)OC(=O)N)O)C(=O)NC(C)C(C(C)C(=O)NC(C(C)O)C(=O)NCCC5=NC(=CS5)C6=NC(=CS6)C(=O)NCCC[S+](C)C)O. Drug 2: C(CC(=O)O)C(=O)CN.Cl. Cell line: SK-MEL-5. Synergy scores: CSS=27.5, Synergy_ZIP=-9.73, Synergy_Bliss=-3.47, Synergy_Loewe=-37.4, Synergy_HSA=-0.780. (2) Drug 1: C1C(C(OC1N2C=C(C(=O)NC2=O)F)CO)O. Drug 2: CC1=C(C=C(C=C1)C(=O)NC2=CC(=CC(=C2)C(F)(F)F)N3C=C(N=C3)C)NC4=NC=CC(=N4)C5=CN=CC=C5. Cell line: M14. Synergy scores: CSS=2.89, Synergy_ZIP=0.601, Synergy_Bliss=2.17, Synergy_Loewe=1.34, Synergy_HSA=0.696. (3) Drug 1: C1=NC2=C(N1)C(=S)N=CN2. Drug 2: COC1=C2C(=CC3=C1OC=C3)C=CC(=O)O2. Cell line: EKVX. Synergy scores: CSS=-0.241, Synergy_ZIP=0.478, Synergy_Bliss=0.0835, Synergy_Loewe=-5.43, Synergy_HSA=-4.50.